This data is from CYP2C19 inhibition data for predicting drug metabolism from PubChem BioAssay. The task is: Regression/Classification. Given a drug SMILES string, predict its absorption, distribution, metabolism, or excretion properties. Task type varies by dataset: regression for continuous measurements (e.g., permeability, clearance, half-life) or binary classification for categorical outcomes (e.g., BBB penetration, CYP inhibition). Dataset: cyp2c19_veith. (1) The molecule is CCOC(=O)n1c(=O)n(Cc2ccccc2Cl)c2ccccc21. The result is 1 (inhibitor). (2) The molecule is CCN(CC)S(=O)(=O)c1cccc(C(=O)N[C@H](C(=O)OCC(=O)NC(=O)NC)C(C)C)c1. The result is 1 (inhibitor). (3) The compound is Cc1ccc(CSc2nnc3c(n2)OC2(Nc4ccccc4-3)C(=O)Nc3ccc(F)cc32)cc1. The result is 1 (inhibitor). (4) The compound is CCc1cc(Cl)c(OC)c(C(=O)NC[C@@H]2CCCN2CC)c1O. The result is 0 (non-inhibitor). (5) The drug is COc1ccccc1CN1CCC2(CC1)CCN(C(C)=O)CC2. The result is 0 (non-inhibitor). (6) The result is 1 (inhibitor). The molecule is O=C(COc1cccc2ccccc12)N1c2ccccc2CCc2ccccc21. (7) The drug is CNC(C)Cc1ccccc1Sc1ccc(O)cc1.Cl. The result is 1 (inhibitor).